Dataset: Forward reaction prediction with 1.9M reactions from USPTO patents (1976-2016). Task: Predict the product of the given reaction. (1) Given the reactants [O:1]1[CH2:6][CH2:5][CH:4]([CH2:7][NH2:8])[CH2:3][CH2:2]1.F[C:10]1[CH:15]=[CH:14][C:13]([NH:16][S:17]([C:20]2[CH:25]=[CH:24][CH:23]=[CH:22][CH:21]=2)(=[O:19])=[O:18])=[CH:12][C:11]=1[N+:26]([O-:28])=[O:27].C(N(CC)CC)C.O, predict the reaction product. The product is: [N+:26]([C:11]1[CH:12]=[C:13]([NH:16][S:17]([C:20]2[CH:21]=[CH:22][CH:23]=[CH:24][CH:25]=2)(=[O:19])=[O:18])[CH:14]=[CH:15][C:10]=1[NH:8][CH2:7][CH:4]1[CH2:5][CH2:6][O:1][CH2:2][CH2:3]1)([O-:28])=[O:27]. (2) Given the reactants C(OC([N:8]1[CH2:13][CH2:12][N:11]([C:14]2[N:22]([C:23]3[CH:28]=[CH:27][CH:26]=[CH:25][C:24]=3[CH:29]=[CH2:30])[C:21]3[C:20](=[O:31])[N:19]([CH3:32])[C:18](=[O:33])[N:17]([CH2:34][C:35]([O:37][CH2:38][CH3:39])=[O:36])[C:16]=3[N:15]=2)[CH2:10][CH2:9]1)=O)(C)(C)C.[F:40][C:41]([F:46])([F:45])[C:42]([OH:44])=[O:43], predict the reaction product. The product is: [F:40][C:41]([F:46])([F:45])[C:42]([OH:44])=[O:43].[CH2:38]([O:37][C:35](=[O:36])[CH2:34][N:17]1[C:16]2[N:15]=[C:14]([N:11]3[CH2:10][CH2:9][NH:8][CH2:13][CH2:12]3)[N:22]([C:23]3[CH:28]=[CH:27][CH:26]=[CH:25][C:24]=3[CH:29]=[CH2:30])[C:21]=2[C:20](=[O:31])[N:19]([CH3:32])[C:18]1=[O:33])[CH3:39].